Dataset: Full USPTO retrosynthesis dataset with 1.9M reactions from patents (1976-2016). Task: Predict the reactants needed to synthesize the given product. (1) Given the product [Cl:25][CH2:26][CH2:27][NH:28][C:29]([N:3]1[CH:2]([CH3:1])[CH2:8][C:7]2[CH:9]=[C:10]3[O:15][CH2:14][O:13][C:11]3=[CH:12][C:6]=2[C:5]([C:16]2[CH:21]=[CH:20][C:19]([N+:22]([O-:24])=[O:23])=[CH:18][CH:17]=2)=[N:4]1)=[O:30], predict the reactants needed to synthesize it. The reactants are: [CH3:1][CH:2]1[CH2:8][C:7]2[CH:9]=[C:10]3[O:15][CH2:14][O:13][C:11]3=[CH:12][C:6]=2[C:5]([C:16]2[CH:21]=[CH:20][C:19]([N+:22]([O-:24])=[O:23])=[CH:18][CH:17]=2)=[N:4][NH:3]1.[Cl:25][CH2:26][CH2:27][N:28]=[C:29]=[O:30]. (2) The reactants are: [CH2:1]([C:4]1[S:13][C:7]2[N:8]=[CH:9][NH:10][C:11](=[O:12])[C:6]=2[CH:5]=1)[CH2:2][CH3:3].[O:14]1[C:16]2([CH2:21][CH2:20][N:19]([C:22]([O:24][C:25]([CH3:28])([CH3:27])[CH3:26])=[O:23])[CH2:18][CH2:17]2)[CH2:15]1.C(=O)([O-])[O-].[Cs+].[Cs+]. Given the product [OH:14][C:16]1([CH2:15][N:10]2[C:11](=[O:12])[C:6]3[CH:5]=[C:4]([CH2:1][CH2:2][CH3:3])[S:13][C:7]=3[N:8]=[CH:9]2)[CH2:17][CH2:18][N:19]([C:22]([O:24][C:25]([CH3:28])([CH3:27])[CH3:26])=[O:23])[CH2:20][CH2:21]1, predict the reactants needed to synthesize it. (3) Given the product [N:17]1([CH2:22][CH2:23][NH:24][C:14]([C:8]2[C:5]3[CH:6]=[N:7][C:2]([Cl:1])=[CH:3][C:4]=3[N:10]([CH:11]([CH3:12])[CH3:13])[CH:9]=2)=[O:16])[CH:21]=[CH:20][N:19]=[CH:18]1, predict the reactants needed to synthesize it. The reactants are: [Cl:1][C:2]1[N:7]=[CH:6][C:5]2[C:8]([C:14]([OH:16])=O)=[CH:9][N:10]([CH:11]([CH3:13])[CH3:12])[C:4]=2[CH:3]=1.[N:17]1([CH2:22][CH2:23][NH2:24])[CH:21]=[CH:20][N:19]=[CH:18]1.CN(C(ON1N=NC2C=CC=CC1=2)=[N+](C)C)C.F[P-](F)(F)(F)(F)F.CCN(C(C)C)C(C)C. (4) Given the product [C:13]([C:17]1[CH:18]=[C:19]([C:27]2[C:32]([CH2:33][CH:34]3[CH2:39][CH2:38][CH2:37][CH2:36][CH2:35]3)=[CH:31][CH:30]=[C:29]([C:40]([NH2:3])=[O:42])[CH:28]=2)[CH:20]=[C:21]([C:23]([CH3:26])([CH3:25])[CH3:24])[CH:22]=1)([CH3:16])([CH3:15])[CH3:14], predict the reactants needed to synthesize it. The reactants are: C1N=C[N:3](C(N2C=NC=C2)=O)C=1.[C:13]([C:17]1[CH:18]=[C:19]([C:27]2[C:32]([CH2:33][CH:34]3[CH2:39][CH2:38][CH2:37][CH2:36][CH2:35]3)=[CH:31][CH:30]=[C:29]([C:40]([OH:42])=O)[CH:28]=2)[CH:20]=[C:21]([C:23]([CH3:26])([CH3:25])[CH3:24])[CH:22]=1)([CH3:16])([CH3:15])[CH3:14].N. (5) The reactants are: [F:1][C:2]1[CH:3]=[CH:4][C:5]([CH3:27])=[C:6]([C:8]2[CH:17]=[C:16]3[C:11]([CH:12]=[C:13]([NH:18][C:19]4[CH:24]=[CH:23][CH:22]=[C:21]([O:25]C)[N:20]=4)[N:14]=[CH:15]3)=[CH:10][CH:9]=2)[CH:7]=1.C(O)(=O)C.Br. Given the product [F:1][C:2]1[CH:3]=[CH:4][C:5]([CH3:27])=[C:6]([C:8]2[CH:17]=[C:16]3[C:11]([CH:12]=[C:13]([NH:18][C:19]4[NH:20][C:21](=[O:25])[CH:22]=[CH:23][CH:24]=4)[N:14]=[CH:15]3)=[CH:10][CH:9]=2)[CH:7]=1, predict the reactants needed to synthesize it. (6) The reactants are: [F:1][C:2]1[CH:7]=[CH:6][C:5]([N:8]2[C:16]3[C:11](=[CH:12][C:13]([O:17][C@H:18]([C:22]4[CH:27]=[CH:26][C:25]([C:28]([F:31])([F:30])[F:29])=[CH:24][CH:23]=4)[C@@H:19]([NH2:21])[CH3:20])=[CH:14][CH:15]=3)[CH:10]=[N:9]2)=[CH:4][CH:3]=1.[C:32](Cl)(=[O:35])[CH2:33][CH3:34]. Given the product [F:1][C:2]1[CH:7]=[CH:6][C:5]([N:8]2[C:16]3[C:11](=[CH:12][C:13]([O:17][C@H:18]([C:22]4[CH:27]=[CH:26][C:25]([C:28]([F:29])([F:31])[F:30])=[CH:24][CH:23]=4)[C@@H:19]([NH:21][C:32](=[O:35])[CH2:33][CH3:34])[CH3:20])=[CH:14][CH:15]=3)[CH:10]=[N:9]2)=[CH:4][CH:3]=1, predict the reactants needed to synthesize it. (7) Given the product [CH:21]1([C:27]([OH:28])([CH3:30])[CH2:29][N:9]2[C:10]3[C:2]([CH3:1])=[CH:3][C:4]([CH3:18])=[CH:5][C:6]=3[C:7]3[C@@H:17]4[N:13]([CH2:12][CH2:11][C:8]2=3)[CH2:14][CH2:15][CH2:16]4)[CH2:26][CH2:25][CH2:24][CH2:23][CH2:22]1, predict the reactants needed to synthesize it. The reactants are: [CH3:1][C:2]1[C:10]2[NH:9][C:8]3[CH2:11][CH2:12][N:13]4[C@@H:17]([C:7]=3[C:6]=2[CH:5]=[C:4]([CH3:18])[CH:3]=1)[CH2:16][CH2:15][CH2:14]4.[H-].[Na+].[CH:21]1([C:27]2([CH3:30])[CH2:29][O:28]2)[CH2:26][CH2:25][CH2:24][CH2:23][CH2:22]1. (8) Given the product [CH3:7][NH:8][S:9]([C:12]1[CH:13]=[C:14]([CH2:18][CH2:19][CH2:20][CH:21]([CH2:25][CH2:26][C:27]2[CH:28]=[CH:29][CH:30]=[CH:31][CH:32]=2)[C:22]([O:24][CH2:5][O:4][C:1](=[O:3])[CH3:2])=[O:23])[CH:15]=[CH:16][CH:17]=1)(=[O:10])=[O:11], predict the reactants needed to synthesize it. The reactants are: [C:1]([O:4][CH2:5]Br)(=[O:3])[CH3:2].[CH3:7][NH:8][S:9]([C:12]1[CH:13]=[C:14]([CH2:18][CH2:19][CH2:20][CH:21]([CH2:25][CH2:26][C:27]2[CH:32]=[CH:31][CH:30]=[CH:29][CH:28]=2)[C:22]([OH:24])=[O:23])[CH:15]=[CH:16][CH:17]=1)(=[O:11])=[O:10].CCN(C(C)C)C(C)C.O. (9) The reactants are: C(=O)([O-])O.[Na+].Cl.[NH2:7][OH:8].[CH3:9][C:10]1[C:11]([C:22]#[N:23])=[N:12][CH:13]=[N:14][C:15]=1[C:16]1[CH:21]=[CH:20][CH:19]=[CH:18][CH:17]=1. Given the product [CH3:9][C:10]1[C:11]([C:22](=[N:7][OH:8])[NH2:23])=[N:12][CH:13]=[N:14][C:15]=1[C:16]1[CH:21]=[CH:20][CH:19]=[CH:18][CH:17]=1, predict the reactants needed to synthesize it.